Dataset: NCI-60 drug combinations with 297,098 pairs across 59 cell lines. Task: Regression. Given two drug SMILES strings and cell line genomic features, predict the synergy score measuring deviation from expected non-interaction effect. (1) Drug 1: CCCCCOC(=O)NC1=NC(=O)N(C=C1F)C2C(C(C(O2)C)O)O. Drug 2: CCC1(C2=C(COC1=O)C(=O)N3CC4=CC5=C(C=CC(=C5CN(C)C)O)N=C4C3=C2)O.Cl. Cell line: NCI-H226. Synergy scores: CSS=8.36, Synergy_ZIP=-0.379, Synergy_Bliss=0.624, Synergy_Loewe=-21.6, Synergy_HSA=-5.39. (2) Drug 1: C1C(C(OC1N2C=C(C(=O)NC2=O)F)CO)O. Drug 2: CN1C(=O)N2C=NC(=C2N=N1)C(=O)N. Cell line: HCT116. Synergy scores: CSS=32.6, Synergy_ZIP=13.4, Synergy_Bliss=9.17, Synergy_Loewe=-37.2, Synergy_HSA=-0.660. (3) Drug 1: C#CCC(CC1=CN=C2C(=N1)C(=NC(=N2)N)N)C3=CC=C(C=C3)C(=O)NC(CCC(=O)O)C(=O)O. Drug 2: CCC1(C2=C(COC1=O)C(=O)N3CC4=CC5=C(C=CC(=C5CN(C)C)O)N=C4C3=C2)O.Cl. Cell line: K-562. Synergy scores: CSS=30.8, Synergy_ZIP=-1.59, Synergy_Bliss=-2.69, Synergy_Loewe=-0.0625, Synergy_HSA=-1.82.